Dataset: Forward reaction prediction with 1.9M reactions from USPTO patents (1976-2016). Task: Predict the product of the given reaction. (1) Given the reactants [OH:1][C@@H:2]([C@H:4]1[C:10](=[O:11])[N:9]2[C@@H:5]1[CH2:6][C:7]([C:15]1[CH:20]=[CH:19][CH:18]=[C:17]([CH2:21][OH:22])[CH:16]=1)=[C:8]2[C:12]([O-:14])=[O:13])[CH3:3].[Na+].Br[CH2:25][C:26]1[O:27][C:28](=[O:32])[O:29][C:30]=1[CH3:31], predict the reaction product. The product is: [OH:1][C@@H:2]([C@H:4]1[C:10](=[O:11])[N:9]2[C@@H:5]1[CH2:6][C:7]([C:15]1[CH:20]=[CH:19][CH:18]=[C:17]([CH2:21][OH:22])[CH:16]=1)=[C:8]2[C:12]([O:14][CH2:25][C:26]1[O:27][C:28](=[O:32])[O:29][C:30]=1[CH3:31])=[O:13])[CH3:3]. (2) Given the reactants [CH3:1][O:2][CH2:3][CH2:4][O:5][CH2:6][O:7][C:8]1[CH:13]=[CH:12][C:11](B2OC(C)(C)C(C)(C)O2)=[CH:10][C:9]=1[C:23]([F:26])([F:25])[F:24].[NH2:27][C:28]1[C:29]([C:37]#[N:38])=[N:30][C:31](Cl)=[CH:32][C:33]=1[NH:34][CH3:35].C1(P(C2CCCCC2)C2CCCCC2)CCCCC1.P([O-])([O-])([O-])=O.[K+].[K+].[K+], predict the reaction product. The product is: [NH2:27][C:28]1[C:29]([C:37]#[N:38])=[N:30][C:31]([C:11]2[CH:12]=[CH:13][C:8]([O:7][CH2:6][O:5][CH2:4][CH2:3][O:2][CH3:1])=[C:9]([C:23]([F:24])([F:25])[F:26])[CH:10]=2)=[CH:32][C:33]=1[NH:34][CH3:35]. (3) Given the reactants [C:1]([O:4][C:5](=[O:7])[CH3:6])(=O)[CH3:2].C([O-])(=O)C.[K+].C(N(CC)CC)C.[CH3:20][C@@H:21]([CH2:25][CH2:26][CH:27]=[C:28](C)[CH3:29])[CH2:22]C=O, predict the reaction product. The product is: [C:5]([O:4][CH:1]=[CH:2][C@@H:28]([CH3:29])[CH2:27][CH2:26][CH:25]=[C:21]([CH3:22])[CH3:20])(=[O:7])[CH3:6].